This data is from Full USPTO retrosynthesis dataset with 1.9M reactions from patents (1976-2016). The task is: Predict the reactants needed to synthesize the given product. (1) Given the product [CH2:1]([O:5][C:6]1[CH:7]=[CH:8][C:9]([S:12]([N:15]([CH:16]([CH3:19])[CH2:17][OH:18])[CH2:22][CH2:23][N:24]2[CH2:29][CH2:28][O:27][CH2:26][CH2:25]2)(=[O:13])=[O:14])=[CH:10][CH:11]=1)[C:2]#[C:3][CH3:4], predict the reactants needed to synthesize it. The reactants are: [CH2:1]([O:5][C:6]1[CH:11]=[CH:10][C:9]([S:12]([NH:15][CH:16]([CH3:19])[CH2:17][OH:18])(=[O:14])=[O:13])=[CH:8][CH:7]=1)[C:2]#[C:3][CH3:4].Cl.Cl[CH2:22][CH2:23][N:24]1[CH2:29][CH2:28][O:27][CH2:26][CH2:25]1. (2) Given the product [F:17][CH:18]([C:28]1[CH:33]=[CH:32][C:31]([C:34]2[CH:39]=[C:38]([O:40][CH3:41])[CH:37]=[CH:36][C:35]=2[F:42])=[C:30]([CH2:43][C:44]([CH3:47])([CH3:46])[CH3:45])[N:29]=1)[CH2:19][C:20]1[CH:21]=[C:22]([CH:23]=[CH:11][C:12]([O:14][CH2:15][CH3:16])=[O:13])[CH:25]=[CH:26][CH:27]=1, predict the reactants needed to synthesize it. The reactants are: [H-].[Na+].C(OP([CH2:11][C:12]([O:14][CH2:15][CH3:16])=[O:13])(OCC)=O)C.[F:17][CH:18]([C:28]1[CH:33]=[CH:32][C:31]([C:34]2[CH:39]=[C:38]([O:40][CH3:41])[CH:37]=[CH:36][C:35]=2[F:42])=[C:30]([CH2:43][C:44]([CH3:47])([CH3:46])[CH3:45])[N:29]=1)[CH2:19][C:20]1[CH:21]=[C:22]([CH:25]=[CH:26][CH:27]=1)[CH:23]=O.O.